Dataset: Full USPTO retrosynthesis dataset with 1.9M reactions from patents (1976-2016). Task: Predict the reactants needed to synthesize the given product. (1) Given the product [O:21]=[C:19]1[C:20]2[CH:6]=[CH:5][C:4]([CH2:9][CH2:8][N:15]3[CH2:14][CH2:13][CH:12](/[CH:11]=[CH:10]/[C:7]4[CH:6]=[CH:5][C:4]([C:2]#[N:3])=[CH:9][CH:8]=4)[CH2:17][CH2:16]3)=[CH:2][C:33]=2[CH2:32][O:34]1, predict the reactants needed to synthesize it. The reactants are: [Cl-].[C:2]([C:4]1[CH:9]=[CH:8][C:7](/[CH:10]=[CH:11]/[CH:12]2[CH2:17][CH2:16][NH2+:15][CH2:14][CH2:13]2)=[CH:6][C:5]=1C)#[N:3].[CH:19](=[O:21])[CH3:20].C(O[BH-](O[C:32](=[O:34])[CH3:33])OC(=O)C)(=O)C.[Na+]. (2) Given the product [NH2:15][C@@H:1]1[CH2:6][CH2:5][C@H:4]([NH:7][C:8](=[O:14])[O:9][C:10]([CH3:12])([CH3:11])[CH3:13])[CH2:3][CH2:2]1, predict the reactants needed to synthesize it. The reactants are: [C@H:1]1([NH:15]C(=O)OCC2C=CC=CC=2)[CH2:6][CH2:5][C@H:4]([NH:7][C:8](=[O:14])[O:9][C:10]([CH3:13])([CH3:12])[CH3:11])[CH2:3][CH2:2]1.